From a dataset of Full USPTO retrosynthesis dataset with 1.9M reactions from patents (1976-2016). Predict the reactants needed to synthesize the given product. (1) The reactants are: [OH:1][C@H:2]1[CH2:7][CH2:6][C@H:5]([CH:8]([CH3:14])[C:9]([O:11][CH2:12][CH3:13])=[O:10])[CH2:4][CH2:3]1.C[Si](C)(C)[N-][Si](C)(C)C.[K+].[Cl:25][C:26]1[C:27]([CH3:33])=[N:28][CH:29]=[CH:30][C:31]=1Cl. Given the product [Cl:25][C:26]1[C:27]([CH3:33])=[N:28][CH:29]=[CH:30][C:31]=1[O:1][C@H:2]1[CH2:3][CH2:4][C@H:5]([CH:8]([CH3:14])[C:9]([O:11][CH2:12][CH3:13])=[O:10])[CH2:6][CH2:7]1, predict the reactants needed to synthesize it. (2) Given the product [C:1]([O:4][C@H:5]1[C@@H:26]([O:27][C:28](=[O:30])[CH3:29])[C@H:25]([O:31][C:32](=[O:34])[CH3:33])[C@@H:24]([CH2:35][O:36][C:37](=[O:39])[CH3:38])[O:23][C@@H:6]1[O:7][C:8]1[CH:13]=[CH:12][C:11]([C:41]2[CH:42]=[N:43][C:44]([C:47]([O:49][CH3:50])=[O:48])=[N:45][CH:46]=2)=[CH:10][CH:9]=1)(=[O:3])[CH3:2], predict the reactants needed to synthesize it. The reactants are: [C:1]([O:4][C@H:5]1[C@@H:26]([O:27][C:28](=[O:30])[CH3:29])[C@H:25]([O:31][C:32](=[O:34])[CH3:33])[C@@H:24]([CH2:35][O:36][C:37](=[O:39])[CH3:38])[O:23][C@@H:6]1[O:7][C:8]1[CH:13]=[CH:12][C:11](B2OC(C)(C)C(C)(C)O2)=[CH:10][CH:9]=1)(=[O:3])[CH3:2].Br[C:41]1[CH:42]=[N:43][C:44]([C:47]([O:49][CH3:50])=[O:48])=[N:45][CH:46]=1.C(Cl)Cl.[O-]P([O-])([O-])=O.[K+].[K+].[K+]. (3) Given the product [Cl:17][C:4]1[N:3]=[C:2]2[O:16][C:9]([C:10]3[CH:15]=[CH:14][CH:13]=[CH:12][CH:11]=3)=[N:8][C:7]2=[CH:6][CH:5]=1, predict the reactants needed to synthesize it. The reactants are: Cl[C:2]1[C:7]([NH:8][C:9](=[O:16])[C:10]2[CH:15]=[CH:14][CH:13]=[CH:12][CH:11]=2)=[CH:6][CH:5]=[C:4]([Cl:17])[N:3]=1.C(=O)([O-])[O-].[Na+].[Na+]. (4) Given the product [NH2:1][C:2]1[N:7]=[C:6]([N:8]2[CH2:13][CH2:12][CH2:11][C@H:10]([C:14]([NH:43][C:42]3[CH:44]=[CH:45][CH:46]=[CH:47][C:41]=3[F:40])=[O:16])[CH2:9]2)[CH:5]=[C:4]([C:17]2[CH:22]=[CH:21][C:20]([C:23]#[N:24])=[C:19]([F:25])[CH:18]=2)[N:3]=1, predict the reactants needed to synthesize it. The reactants are: [NH2:1][C:2]1[N:7]=[C:6]([N:8]2[CH2:13][CH2:12][CH2:11][C@H:10]([C:14]([OH:16])=O)[CH2:9]2)[CH:5]=[C:4]([C:17]2[CH:22]=[CH:21][C:20]([C:23]#[N:24])=[C:19]([F:25])[CH:18]=2)[N:3]=1.C(Cl)CCl.C1C=CC2N(O)N=NC=2C=1.[F:40][C:41]1[CH:47]=[CH:46][CH:45]=[CH:44][C:42]=1[NH2:43]. (5) Given the product [CH3:1][O:2][C:3](=[O:19])[C:4]1[CH:9]=[C:8]([N+:10]([O-:12])=[O:11])[C:7]([N:13]([C:14](=[O:16])[CH3:15])[CH3:20])=[CH:6][C:5]=1[O:17][CH3:18], predict the reactants needed to synthesize it. The reactants are: [CH3:1][O:2][C:3](=[O:19])[C:4]1[CH:9]=[C:8]([N+:10]([O-:12])=[O:11])[C:7]([NH:13][C:14](=[O:16])[CH3:15])=[CH:6][C:5]=1[O:17][CH3:18].[CH3:20]OS(C)(=O)=O.C([O-])([O-])=O.[K+].[K+]. (6) The reactants are: [F:1][CH:2]([F:23])[O:3][C:4]1[CH:22]=[CH:21][C:7]([C:8]([CH:10]2[CH2:13][N:12]([C:14]([O:16][C:17]([CH3:20])([CH3:19])[CH3:18])=[O:15])[CH2:11]2)=O)=[CH:6][CH:5]=1.C([O-])(=O)C.[Na+].Cl.[OH:30][NH2:31]. Given the product [F:1][CH:2]([F:23])[O:3][C:4]1[CH:22]=[CH:21][C:7]([C:8](=[N:31][OH:30])[CH:10]2[CH2:13][N:12]([C:14]([O:16][C:17]([CH3:20])([CH3:19])[CH3:18])=[O:15])[CH2:11]2)=[CH:6][CH:5]=1, predict the reactants needed to synthesize it. (7) Given the product [F:1][C:2]1[CH:22]=[CH:21][CH:20]=[C:19]([F:23])[C:3]=1[CH2:4][O:5][C:6]1[C:7]2[N:8]([C:12]([C:16]([NH:25][C@@H:26]([C:31]([O:33][CH3:34])=[O:32])[CH2:27][CH2:28][CH2:29][CH3:30])=[O:17])=[C:13]([CH3:15])[N:14]=2)[CH:9]=[CH:10][CH:11]=1, predict the reactants needed to synthesize it. The reactants are: [F:1][C:2]1[CH:22]=[CH:21][CH:20]=[C:19]([F:23])[C:3]=1[CH2:4][O:5][C:6]1[C:7]2[N:8]([C:12]([C:16](O)=[O:17])=[C:13]([CH3:15])[N:14]=2)[CH:9]=[CH:10][CH:11]=1.Cl.[NH2:25][CH:26]([C:31]([O:33][CH3:34])=[O:32])[CH2:27][CH2:28][CH2:29][CH3:30].F[B-](F)(F)F.CN([CH+]N(C)C)C.CN1CCOCC1. (8) Given the product [F:10][C:11]1[CH:32]=[CH:31][C:14]([CH2:15][NH:16][C:17]([C:19]2[S:23][C:22]([N:24]3[CH2:28][CH2:27][CH:26]([CH2:2][C:3]4[CH:8]=[CH:7][C:6]([F:9])=[CH:5][CH:4]=4)[C:25]3=[O:29])=[N:21][C:20]=2[CH3:30])=[O:18])=[CH:13][CH:12]=1, predict the reactants needed to synthesize it. The reactants are: Br[CH2:2][C:3]1[CH:8]=[CH:7][C:6]([F:9])=[CH:5][CH:4]=1.[F:10][C:11]1[CH:32]=[CH:31][C:14]([CH2:15][NH:16][C:17]([C:19]2[S:23][C:22]([N:24]3[CH2:28][CH2:27][CH2:26][C:25]3=[O:29])=[N:21][C:20]=2[CH3:30])=[O:18])=[CH:13][CH:12]=1.